From a dataset of Reaction yield outcomes from USPTO patents with 853,638 reactions. Predict the reaction yield, written as a fraction of the theoretical maximum amount of product (1.0 means a 100% yield; for example, 0.34 means a 34% yield). (1) The reactants are [CH3:1][O:2][C:3]1[C:4]([C:15]2[O:19][CH:18]=[N:17][CH:16]=2)=[CH:5][C:6]([C:10]2[O:14][CH:13]=[N:12][CH:11]=2)=[C:7]([CH:9]=1)[NH2:8].[C:20]([O:24][C:25]([NH:27][C@H:28]([CH2:32][CH:33]([CH3:35])[CH3:34])[C:29](O)=[O:30])=[O:26])([CH3:23])([CH3:22])[CH3:21].O=P(Cl)(Cl)Cl.Cl. The catalyst is N1C=CC=CC=1. The product is [C:20]([O:24][C:25](=[O:26])[NH:27][C@H:28]([CH2:32][CH:33]([CH3:34])[CH3:35])[C:29]([NH:8][C:7]1[CH:9]=[C:3]([O:2][CH3:1])[C:4]([C:15]2[O:19][CH:18]=[N:17][CH:16]=2)=[CH:5][C:6]=1[C:10]1[O:14][CH:13]=[N:12][CH:11]=1)=[O:30])([CH3:23])([CH3:22])[CH3:21]. The yield is 0.0500. (2) The reactants are [Cl:1][C:2]1[C:3]([N:8]2[CH2:13][CH2:12][NH:11][CH2:10][CH2:9]2)=[N:4][CH:5]=[CH:6][CH:7]=1.[CH:14]1[C:23]2[C:18](=[CH:19][CH:20]=[CH:21][CH:22]=2)[CH:17]=[CH:16][C:15]=1[S:24](Cl)(=[O:26])=[O:25].S(Cl)(Cl)(=O)=O.C(N(C(C)C)CC)(C)C. The catalyst is ClCCl. The product is [Cl:1][C:2]1[C:3]([N:8]2[CH2:9][CH2:10][N:11]([S:24]([C:15]3[CH:16]=[CH:17][C:18]4[C:23](=[CH:22][CH:21]=[CH:20][CH:19]=4)[CH:14]=3)(=[O:26])=[O:25])[CH2:12][CH2:13]2)=[N:4][CH:5]=[CH:6][CH:7]=1. The yield is 0.170. (3) The reactants are C([Li])(C)(C)C.[CH2:6]([O:13][C:14]1[CH:19]=[CH:18][C:17](Br)=[CH:16][CH:15]=1)[C:7]1[CH:12]=[CH:11][CH:10]=[CH:9][CH:8]=1.[F:21][C:22]1[C:30]([F:31])=[CH:29][CH:28]=[CH:27][C:23]=1[C:24](Cl)=[O:25].O. The catalyst is C1COCC1. The product is [CH2:6]([O:13][C:14]1[CH:19]=[CH:18][C:17]([C:24]([C:23]2[CH:27]=[CH:28][CH:29]=[C:30]([F:31])[C:22]=2[F:21])=[O:25])=[CH:16][CH:15]=1)[C:7]1[CH:12]=[CH:11][CH:10]=[CH:9][CH:8]=1. The yield is 0.520. (4) The reactants are CS(C)=O.C(Cl)(=O)C(Cl)=O.[OH:11][CH:12]1[CH2:17][CH2:16][CH:15]([NH:18][C:19](=[O:25])[O:20][C:21]([CH3:24])([CH3:23])[CH3:22])[CH2:14][CH2:13]1.C(N(CC)CC)C. The catalyst is O.C(Cl)Cl. The product is [O:11]=[C:12]1[CH2:13][CH2:14][CH:15]([NH:18][C:19](=[O:25])[O:20][C:21]([CH3:23])([CH3:22])[CH3:24])[CH2:16][CH2:17]1. The yield is 0.870. (5) The reactants are [CH3:1][N:2]1[C:7](=[O:8])[C:6]([C:9]2[CH2:13][CH:12]([C:14]3[CH:19]=[CH:18][CH:17]=[CH:16][CH:15]=3)[O:11][N:10]=2)=[CH:5][C:4]([C:20]([O:22]C)=[O:21])=[N:3]1.[OH-].[Li+]. The catalyst is CO.C1COCC1.O. The product is [CH3:1][N:2]1[C:7](=[O:8])[C:6]([C:9]2[CH2:13][CH:12]([C:14]3[CH:19]=[CH:18][CH:17]=[CH:16][CH:15]=3)[O:11][N:10]=2)=[CH:5][C:4]([C:20]([OH:22])=[O:21])=[N:3]1. The yield is 0.790.